Dataset: Reaction yield outcomes from USPTO patents with 853,638 reactions. Task: Predict the reaction yield, written as a fraction of the theoretical maximum amount of product (1.0 means a 100% yield; for example, 0.34 means a 34% yield). (1) The reactants are C([O:3][C:4](=[O:33])[C:5]1[CH:10]=[C:9]([N:11]2[C:15]([CH3:16])=[CH:14][CH:13]=[C:12]2[C:17]2[CH:22]=[CH:21][CH:20]=[CH:19][C:18]=2[O:23][CH2:24][C:25]2[CH:30]=[CH:29][C:28]([O:31][CH3:32])=[CH:27][CH:26]=2)[CH:8]=[N:7][CH:6]=1)C.C(O)C. The catalyst is C(OCC)(=O)C. The product is [CH3:32][O:31][C:28]1[CH:27]=[CH:26][C:25]([CH2:24][O:23][C:18]2[CH:19]=[CH:20][CH:21]=[CH:22][C:17]=2[C:12]2[N:11]([C:9]3[CH:8]=[N:7][CH:6]=[C:5]([CH:10]=3)[C:4]([OH:33])=[O:3])[C:15]([CH3:16])=[CH:14][CH:13]=2)=[CH:30][CH:29]=1. The yield is 0.870. (2) The reactants are [F:1][C:2]1[CH:18]=[CH:17][C:5]([O:6][C:7]2[CH:12]=[CH:11][C:10]([CH2:13][CH2:14][C:15]#[N:16])=[CH:9][CH:8]=2)=[CH:4][CH:3]=1.C(Cl)(C)=O.[NH3:23]. The catalyst is C1(C)C=CC=CC=1.CO. The product is [F:1][C:2]1[CH:18]=[CH:17][C:5]([O:6][C:7]2[CH:12]=[CH:11][C:10]([CH2:13][CH2:14][C:15](=[NH:23])[NH2:16])=[CH:9][CH:8]=2)=[CH:4][CH:3]=1. The yield is 0.880.